Dataset: Reaction yield outcomes from USPTO patents with 853,638 reactions. Task: Predict the reaction yield, written as a fraction of the theoretical maximum amount of product (1.0 means a 100% yield; for example, 0.34 means a 34% yield). (1) The reactants are [C:1]1([C:7]2[O:8][C:9]([C:15]([F:18])([F:17])[F:16])=[C:10]([C:12]([OH:14])=O)[N:11]=2)[CH:6]=[CH:5][CH:4]=[CH:3][CH:2]=1.[N:19]1([C:25]2[N:30]=[CH:29][C:28]([NH2:31])=[CH:27][CH:26]=2)[CH2:24][CH2:23][O:22][CH2:21][CH2:20]1.ON1C2C=CC=CC=2N=N1.Cl.C(N=C=NCCCN(C)C)C. The catalyst is ClCCl. The product is [N:19]1([C:25]2[N:30]=[CH:29][C:28]([NH:31][C:12]([C:10]3[N:11]=[C:7]([C:1]4[CH:2]=[CH:3][CH:4]=[CH:5][CH:6]=4)[O:8][C:9]=3[C:15]([F:18])([F:17])[F:16])=[O:14])=[CH:27][CH:26]=2)[CH2:24][CH2:23][O:22][CH2:21][CH2:20]1. The yield is 0.500. (2) The reactants are Br[C:2]1[CH:3]=[C:4]([C:8]2([C:18]3[CH:23]=[CH:22][N:21]=[C:20]([CH2:24][CH3:25])[CH:19]=3)[C:16]3[C:11](=[CH:12][CH:13]=[CH:14][CH:15]=3)[C:10]([NH2:17])=[N:9]2)[CH:5]=[CH:6][CH:7]=1.[F:26][C:27]1[C:32](B(O)O)=[CH:31][CH:30]=[CH:29][N:28]=1. No catalyst specified. The product is [CH2:24]([C:20]1[CH:19]=[C:18]([C:8]2([C:4]3[CH:5]=[CH:6][CH:7]=[C:2]([C:32]4[C:27]([F:26])=[N:28][CH:29]=[CH:30][CH:31]=4)[CH:3]=3)[C:16]3[C:11](=[CH:12][CH:13]=[CH:14][CH:15]=3)[C:10]([NH2:17])=[N:9]2)[CH:23]=[CH:22][N:21]=1)[CH3:25]. The yield is 0.610. (3) The reactants are [O:1]1[CH:5]=[CH:4][C:3](C(O)=O)=[CH:2]1.C([N:11]([CH2:14]C)CC)C.C1(P(N=[N+]=[N-])(C2C=CC=CC=2)=[O:23])C=CC=CC=1.[C:33]([OH:37])([CH3:36])([CH3:35])[CH3:34]. No catalyst specified. The product is [O:1]1[CH:5]=[CH:4][C:3]([NH:11][C:14](=[O:23])[O:37][C:33]([CH3:36])([CH3:35])[CH3:34])=[CH:2]1. The yield is 0.760. (4) The product is [CH3:24][N:25]([CH3:28])[CH:26]=[C:13]([C:8]1[CH:9]=[CH:10][CH:11]=[CH:12][C:7]=1[F:6])[CH:14]=[O:16]. The yield is 0.770. The reactants are P(Cl)(Cl)(Cl)=O.[F:6][C:7]1[CH:12]=[CH:11][CH:10]=[CH:9][C:8]=1[CH2:13][C:14]([OH:16])=O.C([O-])(O)=O.[Na+].[OH-].[Na+].[CH3:24][N:25]([CH3:28])[CH:26]=O. No catalyst specified. (5) The reactants are [CH3:1][C:2]1[C:6]([CH2:7][N:8]2[CH:12]=[C:11]([N:13]3[C:17](=[O:18])[CH2:16][NH:15][C:14]3=[O:19])[CH:10]=[N:9]2)=[C:5]([CH3:20])[O:4][N:3]=1.[CH3:21][O:22][C:23]1[CH:24]=[C:25]([CH:29]=[CH:30][C:31]=1[O:32][CH3:33])[CH2:26][CH2:27]Br. No catalyst specified. The product is [CH3:21][O:22][C:23]1[CH:24]=[C:25]([CH:29]=[CH:30][C:31]=1[O:32][CH3:33])[CH2:26][CH2:27][N:15]1[CH2:16][C:17](=[O:18])[N:13]([C:11]2[CH:10]=[N:9][N:8]([CH2:7][C:6]3[C:2]([CH3:1])=[N:3][O:4][C:5]=3[CH3:20])[CH:12]=2)[C:14]1=[O:19]. The yield is 0.360. (6) The reactants are [C:1]1([S:7]([N:10]2[C:14]3=[N:15][CH:16]=[C:17]([CH:19]=[C:20]([CH3:22])[CH3:21])[CH:18]=[C:13]3[C:12]([C:23]3[CH:24]=[N:25][N:26]([CH2:28][CH2:29][N:30]4[CH2:35][CH2:34][O:33][CH2:32][CH2:31]4)[CH:27]=3)=[CH:11]2)(=[O:9])=[O:8])[CH:6]=[CH:5][CH:4]=[CH:3][CH:2]=1. The catalyst is CO.[OH-].[OH-].[Pd+2]. The product is [C:1]1([S:7]([N:10]2[C:14]3=[N:15][CH:16]=[C:17]([CH2:19][CH:20]([CH3:21])[CH3:22])[CH:18]=[C:13]3[C:12]([C:23]3[CH:24]=[N:25][N:26]([CH2:28][CH2:29][N:30]4[CH2:31][CH2:32][O:33][CH2:34][CH2:35]4)[CH:27]=3)=[CH:11]2)(=[O:9])=[O:8])[CH:2]=[CH:3][CH:4]=[CH:5][CH:6]=1. The yield is 0.820. (7) The reactants are [NH:1]([C:5]1[CH:11]=[CH:10][C:8]([OH:9])=[CH:7][CH:6]=1)[C:2]([CH3:4])=[O:3].C([O-])([O-])=O.[K+].[K+].[CH3:18][CH2:19][O:20][C:21]([CH2:23]Br)=[O:22]. The catalyst is CC(C)=O. The product is [CH2:19]([O:20][C:21](=[O:22])[CH2:23][O:9][C:8]1[CH:10]=[CH:11][C:5]([NH:1][C:2](=[O:3])[CH3:4])=[CH:6][CH:7]=1)[CH3:18]. The yield is 0.800.